Dataset: Full USPTO retrosynthesis dataset with 1.9M reactions from patents (1976-2016). Task: Predict the reactants needed to synthesize the given product. (1) Given the product [CH3:79][O:78][CH:77]([O:80][CH3:81])[CH:44]1[S:43][C:47]([C:49]2[NH:50][C:51]3[C:56]([CH:57]=2)=[CH:55][C:54]([O:58][CH2:59][CH2:60][CH2:61][S:62]([CH3:65])(=[O:64])=[O:63])=[CH:53][C:52]=3[N:66]([CH3:76])[S:67]([C:70]2[CH:75]=[CH:74][CH:73]=[CH:72][N:71]=2)(=[O:69])=[O:68])=[N:46][CH2:45]1, predict the reactants needed to synthesize it. The reactants are: C1(P(=O)(C2C=CC=CC=2)C2C=CC=CC=2)C=CC=CC=1.FC(F)(F)S(OS(C(F)(F)F)(=O)=O)(=O)=O.C([S:43][CH:44]([CH:77]([O:80][CH3:81])[O:78][CH3:79])[CH2:45][NH:46][C:47]([C:49]1[NH:50][C:51]2[C:56]([CH:57]=1)=[CH:55][C:54]([O:58][CH2:59][CH2:60][CH2:61][S:62]([CH3:65])(=[O:64])=[O:63])=[CH:53][C:52]=2[N:66]([CH3:76])[S:67]([C:70]1[CH:75]=[CH:74][CH:73]=[CH:72][N:71]=1)(=[O:69])=[O:68])=O)C1C=CC=CC=1.C1(SC)C=CC=CC=1. (2) The reactants are: [Br:1]CC[C@H]1CCOC1.[O:9]1[CH2:13][CH2:12][CH:11]([CH2:14][CH2:15][CH2:16][CH2:17]O)[CH2:10]1. Given the product [Br:1][CH2:17][CH2:16][CH2:15][CH2:14][CH:11]1[CH2:12][CH2:13][O:9][CH2:10]1, predict the reactants needed to synthesize it. (3) Given the product [C:1]([CH2:3][C@@H:4]1[CH2:8][CH2:7][C@H:6]([NH:9][C:10]([C:12]2[C:20]3[C:15](=[N:16][CH:17]=[C:18]([C:21]4[C:29]5[C:24](=[CH:25][C:26]([F:30])=[CH:27][CH:28]=5)[N:23]([CH3:31])[N:22]=4)[N:19]=3)[NH:14][CH:13]=2)=[O:11])[CH2:5]1)#[N:2], predict the reactants needed to synthesize it. The reactants are: [C:1]([CH2:3][C@@H:4]1[CH2:8][CH2:7][C@H:6]([NH:9][C:10]([C:12]2[C:20]3[C:15](=[N:16][CH:17]=[C:18]([C:21]4[C:29]5[C:24](=[CH:25][C:26]([F:30])=[CH:27][CH:28]=5)[N:23]([CH3:31])[N:22]=4)[N:19]=3)[N:14](COCC[Si](C)(C)C)[CH:13]=2)=[O:11])[CH2:5]1)#[N:2].FC(F)(F)C(O)=O.C(N)CN. (4) Given the product [CH2:26]([O:25][C:7]1[CH:6]=[C:5]([CH:10]=[C:9]([O:11][CH2:12][C:13]2[N:14]=[C:15]([C:19]3[CH:20]=[CH:21][CH:22]=[CH:23][CH:24]=3)[O:16][C:17]=2[CH3:18])[CH:8]=1)[CH2:4][OH:3])[CH3:27], predict the reactants needed to synthesize it. The reactants are: C([O:3][C:4](=O)[C:5]1[CH:10]=[C:9]([O:11][CH2:12][C:13]2[N:14]=[C:15]([C:19]3[CH:24]=[CH:23][CH:22]=[CH:21][CH:20]=3)[O:16][C:17]=2[CH3:18])[CH:8]=[C:7]([O:25][CH2:26][CH3:27])[CH:6]=1)C.[H-].[Li+].[Al+3].[H-].[H-].[H-].O.O.O.O.O.O.O.O.O.O.[O-]S([O-])(=O)=O.[Na+].[Na+]. (5) Given the product [Br:9][C:4]1[C:5]([NH2:8])=[N:6][CH:7]=[C:2]([Cl:1])[CH:3]=1, predict the reactants needed to synthesize it. The reactants are: [Cl:1][C:2]1[CH:3]=[CH:4][C:5]([NH2:8])=[N:6][CH:7]=1.[Br:9]Br. (6) Given the product [C:39]([N:42]1[CH2:47][CH2:46][CH:45]([N:13]2[CH2:14][CH2:15][C@H:16]([N:17]([C:19](=[O:37])[C:20]([C:23]3[CH:24]=[C:25]([C:33]([F:34])([F:35])[F:36])[CH:26]=[C:27]([C:29]([F:30])([F:31])[F:32])[CH:28]=3)([CH3:22])[CH3:21])[CH3:18])[C@@H:11]([C:8]3[CH:9]=[CH:10][C:5]([F:4])=[CH:6][C:7]=3[CH3:38])[CH2:12]2)[CH2:44][CH2:43]1)(=[O:41])[CH3:40], predict the reactants needed to synthesize it. The reactants are: ClCCl.[F:4][C:5]1[CH:10]=[CH:9][C:8]([C@@H:11]2[C@@H:16]([N:17]([C:19](=[O:37])[C:20]([C:23]3[CH:28]=[C:27]([C:29]([F:32])([F:31])[F:30])[CH:26]=[C:25]([C:33]([F:36])([F:35])[F:34])[CH:24]=3)([CH3:22])[CH3:21])[CH3:18])[CH2:15][CH2:14][NH:13][CH2:12]2)=[C:7]([CH3:38])[CH:6]=1.[C:39]([N:42]1[CH2:47][CH2:46][C:45](=O)[CH2:44][CH2:43]1)(=[O:41])[CH3:40].C(O[BH-](OC(=O)C)OC(=O)C)(=O)C.[Na+]. (7) Given the product [CH2:1]([O:3][C:4]([C:6]1[CH:10]=[C:9]([NH:11][C:28](=[O:29])[C:27]([CH3:32])([CH3:31])[CH3:26])[N:8]([C:12]2[CH:17]=[CH:16][CH:15]=[CH:14][CH:13]=2)[N:7]=1)=[O:5])[CH3:2], predict the reactants needed to synthesize it. The reactants are: [CH2:1]([O:3][C:4]([C:6]1[CH:10]=[C:9]([NH2:11])[N:8]([C:12]2[CH:17]=[CH:16][CH:15]=[CH:14][CH:13]=2)[N:7]=1)=[O:5])[CH3:2].C(N1CCOCC1)C.[CH3:26][C:27]([CH3:32])([CH3:31])[C:28](Cl)=[O:29]. (8) Given the product [F:23][C:21]1[CH:20]=[CH:19][C:18]([CH3:24])=[C:17]([C:15]2[CH:14]=[C:13]3[C:8]([CH:9]=[C:10]([NH:25][C:26]([CH:28]4[CH2:30][CH2:29]4)=[O:27])[N:11]=[CH:12]3)=[C:7]([CH:3]3[CH2:4][CH2:5][O:6][CH2:2]3)[N:16]=2)[CH:22]=1, predict the reactants needed to synthesize it. The reactants are: O[CH2:2][CH:3]([C:7]1[N:16]=[C:15]([C:17]2[CH:22]=[C:21]([F:23])[CH:20]=[CH:19][C:18]=2[CH3:24])[CH:14]=[C:13]2[C:8]=1[CH:9]=[C:10]([NH:25][C:26]([CH:28]1[CH2:30][CH2:29]1)=[O:27])[N:11]=[CH:12]2)[CH2:4][CH2:5][OH:6].C1(P(C2C=CC=CC=2)C2C=CC=CC=2)C=CC=CC=1.N(C(OC(C)C)=O)=NC(OC(C)C)=O.